From a dataset of Full USPTO retrosynthesis dataset with 1.9M reactions from patents (1976-2016). Predict the reactants needed to synthesize the given product. (1) Given the product [Br:1][C:2]1[N:3]=[CH:4][N:5]([CH2:8][CH:9]2[CH2:11][CH2:10]2)[CH:6]=1, predict the reactants needed to synthesize it. The reactants are: [Br:1][C:2]1[N:3]=[CH:4][NH:5][CH:6]=1.I[CH2:8][CH:9]1[CH2:11][CH2:10]1. (2) The reactants are: BrCC[C:4]1[C:16]2[C:15]([O:19][CH3:20])([O:17][CH3:18])[C:14]3[C:9](=[CH:10][CH:11]=[CH:12][CH:13]=3)[C:8]=2[CH:7]=[CH:6][CH:5]=1.[C:21]1([NH:27][C:28]2[CH:33]=[CH:32][CH:31]=[CH:30][CH:29]=2)[CH:26]=[CH:25][CH:24]=[CH:23][CH:22]=1.[CH:34]1C=CC(P(C2C(C3C(P(C4C=CC=CC=4)C4C=CC=CC=4)=CC=C4C=3C=CC=C4)=C3C(C=CC=C3)=CC=2)C2C=CC=CC=2)=C[CH:39]=1.CC(C)([O-])C.[Na+]. Given the product [CH3:20][O:19][C:15]1([O:17][CH3:18])[C:14]2[C:9]([CH2:34][CH3:39])=[C:10]([N:27]([C:21]3[CH:22]=[CH:23][CH:24]=[CH:25][CH:26]=3)[C:28]3[CH:29]=[CH:30][CH:31]=[CH:32][CH:33]=3)[CH:11]=[CH:12][C:13]=2[C:4]2[C:16]1=[CH:8][CH:7]=[CH:6][CH:5]=2, predict the reactants needed to synthesize it. (3) The reactants are: Br[C:2]1[CH:7]=[CH:6][CH:5]=[CH:4][N:3]=1.C([Li])CCC.[CH2:13]([N:20]1[CH2:25][CH2:24][C:23](=[O:26])[CH2:22][CH2:21]1)[C:14]1[CH:19]=[CH:18][CH:17]=[CH:16][CH:15]=1.O. Given the product [CH2:13]([N:20]1[CH2:25][CH2:24][C:23]([C:2]2[CH:7]=[CH:6][CH:5]=[CH:4][N:3]=2)([OH:26])[CH2:22][CH2:21]1)[C:14]1[CH:15]=[CH:16][CH:17]=[CH:18][CH:19]=1, predict the reactants needed to synthesize it. (4) Given the product [Cl:1][C:2]1[CH:3]=[C:4]([C@@H:9]2[C:18]3[C:13](=[CH:14][CH:15]=[CH:16][CH:17]=3)[C@H:12]([NH:19][C:28]([C:27]3[CH:26]=[CH:25][N:24]([CH3:31])[C:23](=[O:32])[C:22]=3[OH:21])=[O:29])[CH2:11][CH2:10]2)[CH:5]=[CH:6][C:7]=1[Cl:8], predict the reactants needed to synthesize it. The reactants are: [Cl:1][C:2]1[CH:3]=[C:4]([C@@H:9]2[C:18]3[C:13](=[CH:14][CH:15]=[CH:16][CH:17]=3)[C@H:12]([NH2:19])[CH2:11][CH2:10]2)[CH:5]=[CH:6][C:7]=1[Cl:8].C[O:21][C:22]1[C:23](=[O:32])[N:24]([CH3:31])[CH:25]=[CH:26][C:27]=1[C:28](Cl)=[O:29].CCN(CC)CC. (5) Given the product [F:25][C:2]([F:1])([F:24])[O:3][C:4]1[CH:5]=[CH:6][C:7]([NH:10][C:11]2[C:12]3[CH:19]=[C:18]([C:20]([OH:22])=[O:21])[S:17][C:13]=3[N:14]=[CH:15][N:16]=2)=[CH:8][CH:9]=1, predict the reactants needed to synthesize it. The reactants are: [F:1][C:2]([F:25])([F:24])[O:3][C:4]1[CH:9]=[CH:8][C:7]([NH:10][C:11]2[C:12]3[CH:19]=[C:18]([C:20]([O:22]C)=[O:21])[S:17][C:13]=3[N:14]=[CH:15][N:16]=2)=[CH:6][CH:5]=1.[Li+].[OH-]. (6) Given the product [CH2:1]([C:3]1[CH:4]=[C:5]2[C:9](=[CH:10][CH:11]=1)[NH:8][CH2:7][CH2:6]2)[CH3:2], predict the reactants needed to synthesize it. The reactants are: [CH2:1]([C:3]1[CH:4]=[C:5]2[C:9](=[CH:10][CH:11]=1)[N:8](S(C1C=CC=CC=1)(=O)=O)[CH2:7][CH2:6]2)[CH3:2].[OH-].[Na+]. (7) Given the product [O:3]1[CH2:8][CH2:7][N:6]([S:9]([C:12]2[CH:21]=[CH:20][CH:19]=[CH:18][C:13]=2[C:14]([NH:1][NH2:2])=[O:15])(=[O:11])=[O:10])[CH2:5][CH2:4]1, predict the reactants needed to synthesize it. The reactants are: [NH2:1][NH2:2].[O:3]1[CH2:8][CH2:7][N:6]([S:9]([C:12]2[CH:21]=[CH:20][CH:19]=[CH:18][C:13]=2[C:14](OC)=[O:15])(=[O:11])=[O:10])[CH2:5][CH2:4]1. (8) Given the product [CH3:1][C:2]1[NH:3][C:4]2[C:5](=[O:14])[CH2:6][CH2:7][CH2:8][C:9]=2[C:10]=1[C:11]([NH:23][CH2:22][CH2:21][N:18]1[CH2:19][CH2:20][O:15][CH2:16][CH2:17]1)=[O:13], predict the reactants needed to synthesize it. The reactants are: [CH3:1][C:2]1[NH:3][C:4]2[C:5](=[O:14])[CH2:6][CH2:7][CH2:8][C:9]=2[C:10]=1[C:11]([OH:13])=O.[O:15]1[CH2:20][CH2:19][N:18]([CH2:21][CH2:22][NH2:23])[CH2:17][CH2:16]1. (9) The reactants are: [Cl:1][C:2]1[CH:7]=[CH:6][C:5]([OH:8])=[C:4]([F:9])[CH:3]=1.[F-].[K+].[F:12][C:13]([F:17])([F:16])[CH2:14]I.O. Given the product [Cl:1][C:2]1[CH:7]=[CH:6][C:5]([O:8][CH2:14][C:13]([F:17])([F:16])[F:12])=[C:4]([F:9])[CH:3]=1, predict the reactants needed to synthesize it.